From a dataset of Full USPTO retrosynthesis dataset with 1.9M reactions from patents (1976-2016). Predict the reactants needed to synthesize the given product. (1) Given the product [N+:1]([C:4]1[CH:11]=[CH:10][CH:9]=[C:6]([CH2:7][S:18][C:12]2[CH:17]=[CH:16][CH:15]=[CH:14][CH:13]=2)[CH:5]=1)([O-:3])=[O:2], predict the reactants needed to synthesize it. The reactants are: [N+:1]([C:4]1[CH:5]=[C:6]([CH:9]=[CH:10][CH:11]=1)[CH2:7]Cl)([O-:3])=[O:2].[C:12]1([S-:18])[CH:17]=[CH:16][CH:15]=[CH:14][CH:13]=1.[Na+]. (2) Given the product [Br:1][C:2]1[CH:7]=[CH:6][C:5]([CH:8]([C:19]2[CH:24]=[CH:23][CH:22]=[CH:21][C:20]=2[F:25])[CH2:9][C:10]([C:12]2[CH:13]=[CH:14][C:15](=[O:18])[N:16]([CH3:28])[CH:17]=2)=[O:11])=[CH:4][CH:3]=1, predict the reactants needed to synthesize it. The reactants are: [Br:1][C:2]1[CH:7]=[CH:6][C:5]([CH:8]([C:19]2[CH:24]=[CH:23][CH:22]=[CH:21][C:20]=2[F:25])[CH2:9][C:10]([C:12]2[CH:13]=[CH:14][C:15](=[O:18])[NH:16][CH:17]=2)=[O:11])=[CH:4][CH:3]=1.IC.[C:28](=O)([O-])[O-].[K+].[K+]. (3) Given the product [CH3:6][N:7]([CH3:2])[C:5]1[C:6]([C:8]([NH:10][C:11]2[CH:19]=[C:18]([C:20]3[CH:28]=[CH:27][CH:26]=[C:25]4[C:21]=3[CH:22]=[CH:23][NH:24]4)[CH:17]=[C:16]3[C:12]=2[CH:13]=[N:14][NH:15]3)=[O:9])=[N:7][C:2]([NH:10][CH2:11][CH3:12])=[CH:3][CH:4]=1, predict the reactants needed to synthesize it. The reactants are: Cl[C:2]1[N:7]=[C:6]([C:8]([NH:10][C:11]2[CH:19]=[C:18]([C:20]3[CH:28]=[CH:27][CH:26]=[C:25]4[C:21]=3[CH:22]=[CH:23][NH:24]4)[CH:17]=[C:16]3[C:12]=2[CH:13]=[N:14][NH:15]3)=[O:9])[C:5](F)=[CH:4][CH:3]=1.